Dataset: CYP3A4 inhibition data for predicting drug metabolism from PubChem BioAssay. Task: Regression/Classification. Given a drug SMILES string, predict its absorption, distribution, metabolism, or excretion properties. Task type varies by dataset: regression for continuous measurements (e.g., permeability, clearance, half-life) or binary classification for categorical outcomes (e.g., BBB penetration, CYP inhibition). Dataset: cyp3a4_veith. (1) The drug is N/N=C1/CC(=O)NC(=O)N1. The result is 0 (non-inhibitor). (2) The drug is COc1cccc(Cn2c(=O)cnc3cnc(OC)nc32)c1. The result is 1 (inhibitor). (3) The compound is CC(Sc1nnc(C(C)N(C)C)n1-c1ccc(Cl)cc1)C(=O)Nc1ccc2c(c1)OCO2. The result is 1 (inhibitor). (4) The compound is COc1ccc(O[C@H]2C=C[C@@H](c3ccccc3)O[C@H]2COC(=O)CC/C(C)=N\OC[C@@H](O)COCc2ccco2)cc1. The result is 1 (inhibitor). (5) The compound is Cc1cccc(-c2n[nH]c([N+](=O)[O-])n2)c1. The result is 0 (non-inhibitor). (6) The molecule is CC(C)=CCC/C(C)=C/CO/N=C1/C[C@@H](O)[C@@H](O)[C@@H]2[C@@H]3C(=O)N(Cc4ccc5c(c4)OCO5)C(=O)[C@H]3CC[C@@H]12. The result is 1 (inhibitor).